From a dataset of Reaction yield outcomes from USPTO patents with 853,638 reactions. Predict the reaction yield, written as a fraction of the theoretical maximum amount of product (1.0 means a 100% yield; for example, 0.34 means a 34% yield). The reactants are C([O:5][C:6](=[O:32])[CH2:7][CH:8]([NH:24][C:25]([O:27][C:28]([CH3:31])([CH3:30])[CH3:29])=[O:26])[C:9]1[CH:14]=[CH:13][C:12]([C:15](=[O:23])[NH:16][C:17]2[CH:22]=[CH:21][N:20]=[CH:19][CH:18]=2)=[CH:11][CH:10]=1)(C)(C)C.[Li+].[OH-]. The catalyst is C1COCC1. The product is [C:28]([O:27][C:25]([NH:24][CH:8]([C:9]1[CH:14]=[CH:13][C:12]([C:15](=[O:23])[NH:16][C:17]2[CH:22]=[CH:21][N:20]=[CH:19][CH:18]=2)=[CH:11][CH:10]=1)[CH2:7][C:6]([OH:32])=[O:5])=[O:26])([CH3:31])([CH3:29])[CH3:30]. The yield is 0.580.